The task is: Predict which catalyst facilitates the given reaction.. This data is from Catalyst prediction with 721,799 reactions and 888 catalyst types from USPTO. (1) Reactant: [CH3:1][O:2][C:3]1[CH:7]=[C:6]([CH2:8]O)[O:5][N:4]=1.S(Cl)([Cl:12])=O. Product: [Cl:12][CH2:8][C:6]1[O:5][N:4]=[C:3]([O:2][CH3:1])[CH:7]=1. The catalyst class is: 4. (2) Reactant: [C:1](Cl)(=[O:8])[C:2]1[CH:7]=[CH:6][CH:5]=[CH:4][CH:3]=1.[CH3:10][O:11][C:12]([NH:14][CH:15]([C:18]1[CH:23]=[CH:22][CH:21]=[CH:20][CH:19]=1)[CH2:16][NH2:17])=[O:13].C(N(CC)CC)C. Product: [CH3:10][O:11][C:12]([NH:14][CH:15]([C:18]1[CH:23]=[CH:22][CH:21]=[CH:20][CH:19]=1)[CH2:16][NH:17][C:1](=[O:8])[C:2]1[CH:7]=[CH:6][CH:5]=[CH:4][CH:3]=1)=[O:13]. The catalyst class is: 4.